From a dataset of Forward reaction prediction with 1.9M reactions from USPTO patents (1976-2016). Predict the product of the given reaction. (1) The product is: [N:16]1[CH:21]=[CH:20][CH:19]=[CH:18][C:17]=1[C:22]1[CH:23]=[CH:24][C:25]([S:28]([N:31]2[CH2:32][CH2:33][N:34]([C:13]([CH:10]3[CH2:11][CH2:12][N:7]([C:4]4[CH:5]=[CH:6][N:1]=[CH:2][CH:3]=4)[CH2:8][CH2:9]3)=[O:14])[CH2:35][CH2:36]2)(=[O:30])=[O:29])=[CH:26][CH:27]=1. Given the reactants [N:1]1[CH:6]=[CH:5][C:4]([N:7]2[CH2:12][CH2:11][CH:10]([C:13](Cl)=[O:14])[CH2:9][CH2:8]2)=[CH:3][CH:2]=1.[N:16]1[CH:21]=[CH:20][CH:19]=[CH:18][C:17]=1[C:22]1[CH:27]=[CH:26][C:25]([S:28]([N:31]2[CH2:36][CH2:35][NH:34][CH2:33][CH2:32]2)(=[O:30])=[O:29])=[CH:24][CH:23]=1, predict the reaction product. (2) Given the reactants NC1C2C(=NC=C(Cl)C=2N2CCC[C@@H:13]([N:17](C)[C:18](=O)[O:19]C(C)(C)C)C2)NC=1.C(Cl)(=O)CC.[Li+].[OH-].O.[CH3:35][N:36]1[C:40](=[O:41])[CH2:39][CH2:38][CH2:37]1, predict the reaction product. The product is: [NH:36]1[CH2:37][CH2:38][CH2:39][CH:40]([O:41][C:18](=[O:19])[NH:17][CH3:13])[CH2:35]1. (3) Given the reactants [Br:1][C:2]1[CH:3]=[N+:4]([O-])[CH:5]=[C:6]([Br:8])[CH:7]=1.C[Si]([C:14]#[N:15])(C)C.CN(C)C(Cl)=O.C(=O)([O-])O.[Na+], predict the reaction product. The product is: [C:14]([C:3]1[C:2]([Br:1])=[CH:7][C:6]([Br:8])=[CH:5][N:4]=1)#[N:15]. (4) Given the reactants [O:1]=[C:2]1[CH2:8][C:7]([C:9]2[CH:10]=[C:11]([CH:14]=[CH:15][CH:16]=2)[C:12]#[N:13])=[N:6][C:5]2[CH:17]=[CH:18][C:19]([C:21]#[C:22][C:23]3[CH:28]=[CH:27][CH:26]=[CH:25][CH:24]=3)=[CH:20][C:4]=2[NH:3]1.C1CCCCC=1, predict the reaction product. The product is: [O:1]=[C:2]1[CH2:8][C:7]([C:9]2[CH:10]=[C:11]([CH:14]=[CH:15][CH:16]=2)[C:12]#[N:13])=[N:6][C:5]2[CH:17]=[CH:18][C:19]([CH:21]=[CH:22][C:23]3[CH:28]=[CH:27][CH:26]=[CH:25][CH:24]=3)=[CH:20][C:4]=2[NH:3]1. (5) Given the reactants [CH3:1][O:2][C:3]1[CH:28]=[CH:27][CH:26]=[CH:25][C:4]=1[CH2:5][CH2:6][O:7][C:8]1[N:12]([C:13]2[CH:14]=[C:15]([CH:18]=[CH:19][CH:20]=2)[C:16]#[N:17])[N:11]=[C:10]([C:21]([F:24])([F:23])[F:22])[CH:9]=1.[CH3:29][N:30]([CH2:38][CH:39]=O)[C:31](=[O:37])[O:32][C:33]([CH3:36])([CH3:35])[CH3:34].C(O)(=O)C.C([BH3-])#N.[Na+], predict the reaction product. The product is: [CH3:1][O:2][C:3]1[CH:28]=[CH:27][CH:26]=[CH:25][C:4]=1[CH2:5][CH2:6][O:7][C:8]1[N:12]([C:13]2[CH:14]=[C:15]([CH:18]=[CH:19][CH:20]=2)[CH2:16][NH:17][CH2:39][CH2:38][N:30]([CH3:29])[C:31](=[O:37])[O:32][C:33]([CH3:35])([CH3:34])[CH3:36])[N:11]=[C:10]([C:21]([F:23])([F:24])[F:22])[CH:9]=1. (6) Given the reactants [C:1]([C:3]1[CH:4]=[C:5]([OH:9])[CH:6]=[CH:7][CH:8]=1)#[CH:2].Br[CH2:11][CH:12]1[CH2:14][CH2:13]1.[I-].[Na+], predict the reaction product. The product is: [CH:12]1([CH2:11][O:9][C:5]2[CH:6]=[CH:7][CH:8]=[C:3]([C:1]#[CH:2])[CH:4]=2)[CH2:14][CH2:13]1. (7) Given the reactants [CH2:1]([O:3][C:4]([C@@H:6]1[CH2:8][C@@H:7]1[C:9]1[CH:14]=[CH:13][C:12](Br)=[CH:11][CH:10]=1)=[O:5])[CH3:2].[B:16]1([B:16]2[O:20][C:19]([CH3:22])([CH3:21])[C:18]([CH3:24])([CH3:23])[O:17]2)[O:20][C:19]([CH3:22])([CH3:21])[C:18]([CH3:24])([CH3:23])[O:17]1, predict the reaction product. The product is: [CH2:1]([O:3][C:4]([C@@H:6]1[CH2:8][C@@H:7]1[C:9]1[CH:14]=[CH:13][C:12]([B:16]2[O:20][C:19]([CH3:22])([CH3:21])[C:18]([CH3:24])([CH3:23])[O:17]2)=[CH:11][CH:10]=1)=[O:5])[CH3:2]. (8) Given the reactants [NH2:1][C@@H:2]([CH2:33][C:34]1[CH:39]=[CH:38][CH:37]=[CH:36][CH:35]=1)[C@@H:3]([OH:32])[CH2:4][C@H:5]([NH:19][C:20]([C@@H:22]([NH:27][C:28](=[O:31])[O:29][CH3:30])[C:23]([CH3:26])([CH3:25])[CH3:24])=[O:21])[CH2:6][C:7]1[CH:12]=[CH:11][C:10]([C:13]2[CH:18]=[CH:17][CH:16]=[CH:15][N:14]=2)=[CH:9][CH:8]=1.[CH2:40]([N:47]([CH3:59])[C:48]([NH:50][C@@H:51]([C:55]([CH3:58])([CH3:57])[CH3:56])[C:52](O)=[O:53])=[O:49])[C:41]1[CH:46]=[CH:45][CH:44]=[CH:43][CH:42]=1.CCOP(ON1N=NC2C=CC=CC=2C1=O)(OCC)=O.C(N(CC)C(C)C)(C)C, predict the reaction product. The product is: [CH3:30][O:29][C:28](=[O:31])[NH:27][C@@H:22]([C:23]([CH3:26])([CH3:25])[CH3:24])[C:20](=[O:21])[NH:19][C@H:5]([CH2:6][C:7]1[CH:12]=[CH:11][C:10]([C:13]2[CH:18]=[CH:17][CH:16]=[CH:15][N:14]=2)=[CH:9][CH:8]=1)[CH2:4][C@H:3]([OH:32])[C@H:2]([CH2:33][C:34]1[CH:35]=[CH:36][CH:37]=[CH:38][CH:39]=1)[NH:1][C:52](=[O:53])[C@H:51]([C:55]([CH3:57])([CH3:56])[CH3:58])[NH:50][C:48](=[O:49])[N:47]([CH3:59])[CH2:40][C:41]1[CH:46]=[CH:45][CH:44]=[CH:43][CH:42]=1. (9) Given the reactants [F:1][C:2]([F:14])([F:13])[C:3]1[CH:4]=[C:5](O)[CH:6]=[CH:7][C:8]=1[N+:9]([O-:11])=[O:10].[H-].[Na+].[Cl-].[C:18](=[O:20])=O.C1[CH2:25][O:24][CH2:23][CH2:22]1, predict the reaction product. The product is: [F:1][C:2]([F:14])([F:13])[C:3]1[CH:4]=[C:5]([CH2:25][O:24][CH2:23][CH2:22][O:20][CH3:18])[CH:6]=[CH:7][C:8]=1[N+:9]([O-:11])=[O:10].